This data is from Forward reaction prediction with 1.9M reactions from USPTO patents (1976-2016). The task is: Predict the product of the given reaction. (1) Given the reactants [C:1]([O:5][C:6]([N:8]1[C:16]2[CH:15]=[C:14](Cl)[N:13]=[CH:12][C:11]=2[C:10]([CH3:19])([CH3:18])[CH2:9]1)=[O:7])([CH3:4])([CH3:3])[CH3:2].[NH2:20][C:21]1[CH:26]=[CH:25][CH:24]=[CH:23][CH:22]=1.CC([O-])(C)C.[Na+], predict the reaction product. The product is: [C:1]([O:5][C:6]([N:8]1[C:16]2[CH:15]=[C:14]([NH:20][C:21]3[CH:26]=[CH:25][CH:24]=[CH:23][CH:22]=3)[N:13]=[CH:12][C:11]=2[C:10]([CH3:19])([CH3:18])[CH2:9]1)=[O:7])([CH3:4])([CH3:3])[CH3:2]. (2) Given the reactants [CH2:1]([O:3][C:4]([N:6]1[C:15]2[C:10](=[N:11][C:12]([O:16][CH3:17])=[CH:13][CH:14]=2)[C@@H:9]([NH:18][C:19]2[CH:24]=[CH:23][C:22]([Br:25])=[CH:21][N:20]=2)[CH2:8][C@H:7]1[CH2:26][CH3:27])=[O:5])[CH3:2].[H-].[Na+].[F:30][C:31]([F:45])([F:44])[C:32]1[CH:33]=[C:34]([CH:37]=[C:38]([C:40]([F:43])([F:42])[F:41])[CH:39]=1)[CH2:35]Br, predict the reaction product. The product is: [CH2:1]([O:3][C:4]([N:6]1[C:15]2[C:10](=[N:11][C:12]([O:16][CH3:17])=[CH:13][CH:14]=2)[C@@H:9]([NH:18][C:19]2[C:24]([CH2:35][C:34]3[CH:37]=[C:38]([C:40]([F:42])([F:43])[F:41])[CH:39]=[C:32]([C:31]([F:30])([F:44])[F:45])[CH:33]=3)=[CH:23][C:22]([Br:25])=[CH:21][N:20]=2)[CH2:8][C@H:7]1[CH2:26][CH3:27])=[O:5])[CH3:2]. (3) Given the reactants C1N=C[N:3](C(N2C=NC=C2)=O)C=1.[Br:13][C:14]1[CH:22]=[C:21]([C:23]([C:26]#[N:27])([CH3:25])[CH3:24])[CH:20]=[C:19]([F:28])[C:15]=1[C:16](O)=[O:17].[OH-].[NH4+], predict the reaction product. The product is: [Br:13][C:14]1[CH:22]=[C:21]([C:23]([C:26]#[N:27])([CH3:25])[CH3:24])[CH:20]=[C:19]([F:28])[C:15]=1[C:16]([NH2:3])=[O:17]. (4) Given the reactants [CH3:1][O:2][C:3]1[C:11]2[S:10][C:9]([SH:12])=[N:8][C:7]=2[CH:6]=[CH:5][CH:4]=1.I[CH2:14]C, predict the reaction product. The product is: [CH2:1]([O:2][C:3]1[C:11]2[S:10][C:9]([SH:12])=[N:8][C:7]=2[CH:6]=[CH:5][CH:4]=1)[CH3:14]. (5) Given the reactants C1(N2CCN([CH2:17][CH2:18][CH2:19][CH2:20][O:21][C:22]3[CH:30]=[C:29]4[C:25]([CH:26]=[N:27][NH:28]4)=[CH:24][CH:23]=3)CC2)C2C(=CC=CC=2)C=CC=1.[CH3:31][O:32][C:33]1[C:34]([N:39]2[CH2:44][CH2:43][NH:42][CH2:41][CH2:40]2)=[N:35][CH:36]=[CH:37][CH:38]=1, predict the reaction product. The product is: [CH3:31][O:32][C:33]1[C:34]([N:39]2[CH2:44][CH2:43][N:42]([CH2:17][CH2:18][CH2:19][CH2:20][O:21][C:22]3[CH:30]=[C:29]4[C:25]([CH:26]=[N:27][NH:28]4)=[CH:24][CH:23]=3)[CH2:41][CH2:40]2)=[N:35][CH:36]=[CH:37][CH:38]=1. (6) The product is: [CH3:16][O:6][C:5](=[O:7])[C:4]1[CH:8]=[CH:9][C:10]([OH:11])=[C:2]([NH2:1])[CH:3]=1. Given the reactants [NH2:1][C:2]1[CH:3]=[C:4]([CH:8]=[CH:9][C:10]=1[OH:11])[C:5]([OH:7])=[O:6].S(Cl)(Cl)=O.[CH3:16]O, predict the reaction product. (7) Given the reactants [NH2:1][CH2:2][C@@H:3]([C:8]1[CH:9]=[CH:10][C:11]([Cl:20])=[C:12]([CH:14]([CH3:19])[CH2:15][C:16](O)=O)[CH:13]=1)[CH2:4][C:5]([OH:7])=[O:6].Cl.NC[C@@H:24](C1C=CC(Cl)=C(C2C=CC=[C:24]([CH2:25][C:26]([OH:28])=[O:27])C=2)C=1)[CH2:25][C:26]([OH:28])=[O:27], predict the reaction product. The product is: [ClH:20].[NH2:1][CH2:2][C@@H:3]([C:8]1[CH:13]=[C:12]([C:14]2[CH:19]=[C:25]([CH:24]=[CH:16][CH:15]=2)[C:26]([OH:28])=[O:27])[CH:11]=[CH:10][CH:9]=1)[CH2:4][C:5]([OH:7])=[O:6]. (8) Given the reactants [CH:1]1([C:6](Cl)=[O:7])[CH2:5][CH2:4][CH2:3][CH2:2]1.[NH2:9][C:10]1[C:19]2[C:14](=[CH:15][C:16]([O:22][CH3:23])=[C:17]([O:20][CH3:21])[CH:18]=2)[N:13]=[C:12]([N:24]2[CH2:29][CH2:28][NH:27][CH2:26][CH2:25]2)[N:11]=1, predict the reaction product. The product is: [NH2:9][C:10]1[C:19]2[C:14](=[CH:15][C:16]([O:22][CH3:23])=[C:17]([O:20][CH3:21])[CH:18]=2)[N:13]=[C:12]([N:24]2[CH2:29][CH2:28][N:27]([C:6]([CH:1]3[CH2:5][CH2:4][CH2:3][CH2:2]3)=[O:7])[CH2:26][CH2:25]2)[N:11]=1. (9) Given the reactants [N:1]([CH2:4][CH:5]1[CH2:7][CH2:6]1)=[C:2]=[S:3].[C:8](#[N:10])[CH3:9].C[Si]([N-][Si](C)(C)C)(C)C.[Na+].BrC[N+:23]([O-:25])=[O:24].[CH2:26]1[CH2:30][O:29][CH2:28][CH2:27]1, predict the reaction product. The product is: [NH2:10][C:8]1[C:30]2[CH:26]=[CH:27][C:28](=[O:29])[N:1]([CH2:4][CH:5]3[CH2:7][CH2:6]3)[C:2]=2[S:3][C:9]=1[N+:23]([O-:25])=[O:24]. (10) Given the reactants [Cl:1][C:2]1[C:3]([NH:9][CH2:10][CH:11]2[CH2:13][CH:12]2[C:14]2[CH:19]=[CH:18][C:17]([F:20])=[CH:16][CH:15]=2)=[CH:4][N:5]=[N:6][C:7]=1Cl.[NH2:21][NH2:22], predict the reaction product. The product is: [Cl:1][C:2]1[C:3]([NH:9][CH2:10][CH:11]2[CH2:13][CH:12]2[C:14]2[CH:19]=[CH:18][C:17]([F:20])=[CH:16][CH:15]=2)=[CH:4][N:5]=[N:6][C:7]=1[NH:21][NH2:22].